This data is from Catalyst prediction with 721,799 reactions and 888 catalyst types from USPTO. The task is: Predict which catalyst facilitates the given reaction. (1) Reactant: [F:1][C:2]1[N:7]=[C:6]([N:8]2[C:12]([OH:13])=[CH:11][CH:10]=[N:9]2)[CH:5]=[CH:4][CH:3]=1.[H-].[Na+].[I:16][C:17]1[C:22]([CH2:23][CH2:24][CH3:25])=[C:21](I)[N:20]=[CH:19][N:18]=1.O. Product: [F:1][C:2]1[N:7]=[C:6]([N:8]2[C:12]([O:13][C:21]3[C:22]([CH2:23][CH2:24][CH3:25])=[C:17]([I:16])[N:18]=[CH:19][N:20]=3)=[CH:11][CH:10]=[N:9]2)[CH:5]=[CH:4][CH:3]=1. The catalyst class is: 197. (2) Reactant: [OH:1][C:2]1[C:14]2[C:13]3[C:8](=[CH:9][CH:10]=[CH:11][CH:12]=3)[NH:7][C:6]=2[CH:5]=[CH:4][CH:3]=1.[OH-].[Na+].[CH2:17]([CH:19]1[O:21][CH2:20]1)Cl. Product: [O:21]1[CH2:20][CH:19]1[CH2:17][O:1][C:2]1[C:14]2[C:13]3[C:8](=[CH:9][CH:10]=[CH:11][CH:12]=3)[NH:7][C:6]=2[CH:5]=[CH:4][CH:3]=1. The catalyst class is: 252. (3) Reactant: [C:1]([O:6][C@@H:7]1[C@@H:15]([CH2:16][CH2:17][O:18]S(C)(=O)=O)[C:14](=[O:23])[O:13][CH2:12][C@H:11]([NH:24][C:25]([O:27][C:28]([CH3:31])([CH3:30])[CH3:29])=[O:26])[C:10](=[O:32])[O:9][C@H:8]1[CH3:33])(=[O:5])[CH:2]([CH3:4])[CH3:3].[Na+].[I-].[C:36]([O-])(O)=[O:37].[Na+].CCOC(C)=O. Product: [C:1]([O:6][C@@H:7]1[C@@H:15]([CH2:16][CH2:17][O:18][CH:36]=[O:37])[C:14](=[O:23])[O:13][CH2:12][C@H:11]([NH:24][C:25]([O:27][C:28]([CH3:31])([CH3:30])[CH3:29])=[O:26])[C:10](=[O:32])[O:9][C@H:8]1[CH3:33])(=[O:5])[CH:2]([CH3:4])[CH3:3]. The catalyst class is: 3. (4) Reactant: [CH3:1][C:2]([CH3:7])([CH2:5][OH:6])[CH2:3][OH:4].C(N(CC)CC)C.[C:15]([Si:19](Cl)([CH3:21])[CH3:20])([CH3:18])([CH3:17])[CH3:16]. Product: [C:15]([Si:19]([CH3:21])([CH3:20])[O:4][CH2:3][C:2]([CH3:7])([CH3:1])[CH2:5][OH:6])([CH3:18])([CH3:17])[CH3:16]. The catalyst class is: 2. (5) Reactant: [F:1][C:2]([F:16])([O:6][C:7]1[CH:15]=[CH:14][C:10]([C:11](Cl)=[O:12])=[CH:9][CH:8]=1)[CH:3]([F:5])[F:4].[NH2:17][C:18]([CH3:34])([CH2:21][N:22]1[N:26]=[C:25]2[C:27]([Cl:33])=[CH:28][C:29]([Cl:32])=[C:30]([Cl:31])[C:24]2=[N:23]1)[C:19]#[N:20]. Product: [C:19]([C:18]([NH:17][C:11](=[O:12])[C:10]1[CH:14]=[CH:15][C:7]([O:6][C:2]([F:16])([F:1])[CH:3]([F:5])[F:4])=[CH:8][CH:9]=1)([CH3:34])[CH2:21][N:22]1[N:26]=[C:25]2[C:27]([Cl:33])=[CH:28][C:29]([Cl:32])=[C:30]([Cl:31])[C:24]2=[N:23]1)#[N:20]. The catalyst class is: 1.